This data is from Forward reaction prediction with 1.9M reactions from USPTO patents (1976-2016). The task is: Predict the product of the given reaction. Given the reactants [F:1][C:2]1[CH:3]=[C:4]2[C:8](=[CH:9][CH:10]=1)[C:7]([C:15]1[C:23]3[C:18](=[C:19]([NH:24][S:25]([CH3:28])(=[O:27])=[O:26])[CH:20]=[CH:21][CH:22]=3)[NH:17][CH:16]=1)([CH2:11][CH2:12][CH2:13]I)[CH2:6][CH2:5]2.[NH:29]1[CH2:34][CH2:33][O:32][CH2:31][CH2:30]1, predict the reaction product. The product is: [F:1][C:2]1[CH:3]=[C:4]2[C:8](=[CH:9][CH:10]=1)[C:7]([C:15]1[C:23]3[C:18](=[C:19]([NH:24][S:25]([CH3:28])(=[O:27])=[O:26])[CH:20]=[CH:21][CH:22]=3)[NH:17][CH:16]=1)([CH2:11][CH2:12][CH2:13][N:29]1[CH2:34][CH2:33][O:32][CH2:31][CH2:30]1)[CH2:6][CH2:5]2.